This data is from Reaction yield outcomes from USPTO patents with 853,638 reactions. The task is: Predict the reaction yield, written as a fraction of the theoretical maximum amount of product (1.0 means a 100% yield; for example, 0.34 means a 34% yield). (1) The reactants are Br[C:2]1[C:3]([NH:9][C@@H:10]([C:12]2[CH:17]=[CH:16][CH:15]=[CH:14][CH:13]=2)[CH3:11])=[N:4][C:5]([Cl:8])=[N:6][CH:7]=1.[C:18]([O:23][CH3:24])(=[O:22])[C:19]#[C:20][CH3:21].[Cl-].[Li+].C(=O)([O-])[O-].[K+].[K+]. The catalyst is CN(C)C=O.C([O-])(=O)C.[Pd+2].C([O-])(=O)C. The product is [Cl:8][C:5]1[N:6]=[CH:7][C:2]2[C:19]([C:18]([O:23][CH3:24])=[O:22])=[C:20]([CH3:21])[N:9]([C@@H:10]([C:12]3[CH:17]=[CH:16][CH:15]=[CH:14][CH:13]=3)[CH3:11])[C:3]=2[N:4]=1. The yield is 0.150. (2) The reactants are [Cl:1][C:2]1[C:7]([C:8](OCC)=[O:9])=[CH:6][N:5]=[C:4]([S:13][CH3:14])[N:3]=1.CC(C[AlH]CC(C)C)C. The catalyst is C1COCC1. The product is [Cl:1][C:2]1[C:7]([CH2:8][OH:9])=[CH:6][N:5]=[C:4]([S:13][CH3:14])[N:3]=1. The yield is 0.840.